This data is from TCR-epitope binding with 47,182 pairs between 192 epitopes and 23,139 TCRs. The task is: Binary Classification. Given a T-cell receptor sequence (or CDR3 region) and an epitope sequence, predict whether binding occurs between them. The epitope is FIAGLIAIV. The TCR CDR3 sequence is CASSFLGGLSTDTQYF. Result: 1 (the TCR binds to the epitope).